From a dataset of Forward reaction prediction with 1.9M reactions from USPTO patents (1976-2016). Predict the product of the given reaction. Given the reactants ClC(N(C)C)=C(C)C.[N:9]1([C:13]([C:15]2[N:16]=[CH:17][C:18]([O:21][C:22]3[CH:23]=[C:24]([CH:28]=[C:29]([O:31][C@@H:32]([CH3:38])[CH2:33][O:34][CH:35]([F:37])[F:36])[CH:30]=3)[C:25](O)=[O:26])=[N:19][CH:20]=2)=[O:14])[CH2:12][CH2:11][CH2:10]1.[NH2:39][C:40]1[CH:44]=[CH:43][N:42]([C:45]([O:47][C:48]([CH3:51])([CH3:50])[CH3:49])=[O:46])[N:41]=1.N1C=CC=CC=1, predict the reaction product. The product is: [N:9]1([C:13]([C:15]2[N:16]=[CH:17][C:18]([O:21][C:22]3[CH:23]=[C:24]([C:25]([NH:39][C:40]4[CH:44]=[CH:43][N:42]([C:45]([O:47][C:48]([CH3:51])([CH3:50])[CH3:49])=[O:46])[N:41]=4)=[O:26])[CH:28]=[C:29]([O:31][C@@H:32]([CH3:38])[CH2:33][O:34][CH:35]([F:37])[F:36])[CH:30]=3)=[N:19][CH:20]=2)=[O:14])[CH2:10][CH2:11][CH2:12]1.